This data is from Full USPTO retrosynthesis dataset with 1.9M reactions from patents (1976-2016). The task is: Predict the reactants needed to synthesize the given product. (1) Given the product [CH3:15][C:13]1[CH:12]=[CH:11][N:10]=[C:9]([NH:8][C:6]2[N:7]=[C:2]([C:21]3[S:25][C:24]([C:26]4[CH:27]=[CH:28][C:29]([C:30]#[N:31])=[CH:32][CH:33]=4)=[N:23][CH:22]=3)[CH:3]=[CH:4][CH:5]=2)[CH:14]=1, predict the reactants needed to synthesize it. The reactants are: Br[C:2]1[N:7]=[C:6]([NH:8][C:9]2[CH:14]=[C:13]([CH3:15])[CH:12]=[CH:11][N:10]=2)[CH:5]=[CH:4][CH:3]=1.C([Sn](CCCC)(CCCC)[C:21]1[S:25][C:24]([C:26]2[CH:33]=[CH:32][C:29]([C:30]#[N:31])=[CH:28][CH:27]=2)=[N:23][CH:22]=1)CCC. (2) Given the product [CH:26]([C:28]1[CH:29]=[CH:30][C:31]([N:34]=[C:35]([O:45][C:46]2[CH:47]=[CH:48][CH:49]=[CH:50][CH:51]=2)[CH:36]=[CH:37][O:38][C:39]2[CH:40]=[CH:41][CH:42]=[CH:43][CH:44]=2)=[CH:32][CH:33]=1)=[CH2:27], predict the reactants needed to synthesize it. The reactants are: C1(OC(=NC2C=CC(I)=CC=2)C=COC2C=CC=CC=2)C=CC=CC=1.[CH:26]([C:28]1[CH:33]=[CH:32][C:31]([N:34]=[C:35]([O:45][C:46]2[CH:51]=[CH:50][CH:49]=[CH:48][CH:47]=2)[CH:36]=[CH:37][O:38][C:39]2[CH:44]=[CH:43][CH:42]=[CH:41][CH:40]=2)=[CH:30][CH:29]=1)=[CH2:27].C(=O)([O-])[O-].[Cs+].[Cs+].C(P(C(C)(C)C)C(C)(C)C)(C)(C)C.C([Sn](CCCC)(CCCC)C=C)CCC.